This data is from Forward reaction prediction with 1.9M reactions from USPTO patents (1976-2016). The task is: Predict the product of the given reaction. (1) Given the reactants C([Si](C)(C)[O:6][CH:7]([C:37]([CH3:40])([CH3:39])[CH3:38])[CH2:8][CH2:9][C:10]1[CH:15]=[CH:14][C:13]([C:16]([C:21]2[CH:34]=[CH:33][C:24]([O:25][CH2:26][C@@H:27]([OH:32])[CH2:28][CH2:29][CH2:30][OH:31])=[C:23]([CH3:35])[CH:22]=2)([CH2:19][CH3:20])[CH2:17][CH3:18])=[CH:12][C:11]=1[CH3:36])(C)(C)C.CCCC[N+](CCCC)(CCCC)CCCC.[F-].C(OCC)(=O)C, predict the reaction product. The product is: [CH2:17]([C:16]([C:21]1[CH:34]=[CH:33][C:24]([O:25][CH2:26][C@@H:27]([OH:32])[CH2:28][CH2:29][CH2:30][OH:31])=[C:23]([CH3:35])[CH:22]=1)([C:13]1[CH:14]=[CH:15][C:10]([CH2:9][CH2:8][CH:7]([OH:6])[C:37]([CH3:39])([CH3:40])[CH3:38])=[C:11]([CH3:36])[CH:12]=1)[CH2:19][CH3:20])[CH3:18]. (2) The product is: [CH2:17]([C@@H:13]([C:14]([N:24]1[CH2:28][CH2:27][CH2:26][C@H:25]1[C:29]1[O:30][C:31]2[CH:41]=[C:40]3[C:35]([CH:36]=[CH:37][CH:38]=[CH:39]3)=[CH:34][C:32]=2[N:33]=1)=[O:16])[CH2:12][N:9]([OH:8])[CH:10]=[O:11])[C:18]1[CH:19]=[CH:20][CH:21]=[CH:22][CH:23]=1. Given the reactants C([O:8][N:9]([CH2:12][C@@H:13]([CH2:17][C:18]1[CH:23]=[CH:22][CH:21]=[CH:20][CH:19]=1)[C:14]([OH:16])=O)[CH:10]=[O:11])C1C=CC=CC=1.[NH:24]1[CH2:28][CH2:27][CH2:26][C@H:25]1[C:29]1[O:30][C:31]2[CH:41]=[C:40]3[C:35]([CH:36]=[CH:37][CH:38]=[CH:39]3)=[CH:34][C:32]=2[N:33]=1, predict the reaction product. (3) The product is: [CH2:1]([N:4]1[C:5]2[CH:12]=[CH:11][C:8]([C:9]#[N:10])=[CH:7][C:6]=2[NH:13][C:15]1=[O:17])[CH:2]=[CH2:3]. Given the reactants [CH2:1]([NH:4][C:5]1[CH:12]=[CH:11][C:8]([C:9]#[N:10])=[CH:7][C:6]=1[NH2:13])[CH:2]=[CH2:3].Cl[C:15](Cl)([O:17]C(=O)OC(Cl)(Cl)Cl)Cl.C(N(CC)CC)C, predict the reaction product. (4) Given the reactants C(OC(=O)[NH:7][C:8]1[S:9][C:10]([C:36]2[CH:41]=[CH:40][CH:39]=[CH:38][N:37]=2)=[CH:11][C:12]=1[C:13]([N:15]1[CH2:20][CH2:19][CH:18]([N:21]2[CH2:35][CH2:34][CH2:33][C:23]3([C:27](=[O:28])[N:26]([CH:29]([CH3:31])[CH3:30])[C:25](=[O:32])[CH2:24]3)[CH2:22]2)[CH2:17][CH2:16]1)=[O:14])(C)(C)C.C(=O)([O-])[O-].[K+].[K+], predict the reaction product. The product is: [NH2:7][C:8]1[S:9][C:10]([C:36]2[CH:41]=[CH:40][CH:39]=[CH:38][N:37]=2)=[CH:11][C:12]=1[C:13]([N:15]1[CH2:20][CH2:19][CH:18]([N:21]2[CH2:35][CH2:34][CH2:33][C:23]3([C:27](=[O:28])[N:26]([CH:29]([CH3:31])[CH3:30])[C:25](=[O:32])[CH2:24]3)[CH2:22]2)[CH2:17][CH2:16]1)=[O:14].